From a dataset of Reaction yield outcomes from USPTO patents with 853,638 reactions. Predict the reaction yield, written as a fraction of the theoretical maximum amount of product (1.0 means a 100% yield; for example, 0.34 means a 34% yield). (1) The reactants are [CH3:1][C:2]1[C:15]2[C:6](=[CH:7][N:8]=[C:9]3[C:14]=2[C:13](=O)[CH2:12][CH:11]=[CH:10]3)[CH:5]=[CH:4][CH:3]=1.P(Cl)(Cl)(Cl)(Cl)[Cl:18].P(Cl)(Cl)(Cl)=O. The catalyst is C1(C)C=CC=CC=1. The product is [Cl:18][C:7]1[N:8]=[C:9]2[C:14](=[C:15]3[C:6]=1[CH:5]=[CH:4][CH:3]=[C:2]3[CH3:1])[CH:13]=[CH:12][CH:11]=[CH:10]2. The yield is 0.950. (2) The reactants are Br[CH2:2][C:3]1[C:13]([Cl:14])=[N:12][CH:11]=[CH:10][C:4]=1[C:5]([O:7]CC)=O.Cl.[F:16][CH:17]([F:29])[CH2:18][O:19][C:20]1[N:25]=[CH:24][C:23]([CH2:26][NH2:27])=[CH:22][C:21]=1[CH3:28]. No catalyst specified. The product is [Cl:14][C:13]1[C:3]2[CH2:2][N:27]([CH2:26][C:23]3[CH:24]=[N:25][C:20]([O:19][CH2:18][CH:17]([F:29])[F:16])=[C:21]([CH3:28])[CH:22]=3)[C:5](=[O:7])[C:4]=2[CH:10]=[CH:11][N:12]=1. The yield is 0.440. (3) The reactants are CC1(C)[O:38][C@H:5]2[O:6][C@H:7]([CH2:15][N:16]3[C:24]4[C:19](=[CH:20][CH:21]=[CH:22][CH:23]=4)[C:18]4([C:36]5[C:27](=[CH:28][C:29]6[O:34][CH2:33][CH2:32][O:31][C:30]=6[CH:35]=5)[O:26][CH2:25]4)[C:17]3=[O:37])[C@@H:8]3[O:12]C(C)(C)[O:10][C@@H:9]3[C@H:4]2[O:3]1. The catalyst is FC(F)(F)C(O)=O. The product is [O:37]=[C:17]1[C:18]2([C:36]3[C:27](=[CH:28][C:29]4[O:34][CH2:33][CH2:32][O:31][C:30]=4[CH:35]=3)[O:26][CH2:25]2)[C:19]2[C:24](=[CH:23][CH:22]=[CH:21][CH:20]=2)[N:16]1[CH2:15][C@H:7]1[O:6][CH:5]([OH:38])[C@H:4]([OH:3])[C@@H:9]([OH:10])[C@H:8]1[OH:12]. The yield is 0.0700. (4) The reactants are [H-].[Na+].[CH3:3][C:4]1[CH:9]=[C:8]([CH3:10])[CH:7]=[C:6]([CH3:11])[C:5]=1[OH:12].Cl[C:14]1[CH:19]=[CH:18][N:17]=[C:16]([NH:20][C:21]2[CH:28]=[CH:27][C:24]([C:25]#[N:26])=[CH:23][CH:22]=2)[N:15]=1.O. The catalyst is O1CCOCC1. The product is [CH3:3][C:4]1[CH:9]=[C:8]([CH3:10])[CH:7]=[C:6]([CH3:11])[C:5]=1[O:12][C:18]1[CH:19]=[CH:14][N:15]=[C:16]([NH:20][C:21]2[CH:28]=[CH:27][C:24]([C:25]#[N:26])=[CH:23][CH:22]=2)[N:17]=1. The yield is 0.894. (5) The reactants are [Br:1][C:2]1[CH:7]=[C:6]([O:8][C@@H:9]([CH3:13])[CH2:10][O:11][CH3:12])[CH:5]=[C:4]([O:14]C)[CH:3]=1.C[S-].[Na+].Cl. The catalyst is CN1CCCC1=O. The product is [Br:1][C:2]1[CH:3]=[C:4]([OH:14])[CH:5]=[C:6]([O:8][C@@H:9]([CH3:13])[CH2:10][O:11][CH3:12])[CH:7]=1. The yield is 0.950. (6) The reactants are [CH2:1]([O:8][C:9]([N:11]1[CH2:16][CH2:15][C:14]2[NH:17][C:18]([CH:20]([C:22]3[N:23]([CH3:34])[C:24]4[CH:30]=[C:29]([C:31](O)=[O:32])[CH:28]=[CH:27][C:25]=4[N:26]=3)[CH3:21])=[N:19][C:13]=2[CH2:12]1)=[O:10])[C:2]1[CH:7]=[CH:6][CH:5]=[CH:4][CH:3]=1.[NH2:35][CH2:36][CH2:37][O:38][C:39]1[CH:48]=[CH:47][CH:46]=[CH:45][C:40]=1[C:41]([O:43][CH3:44])=[O:42].C1C=CC2N(O)N=NC=2C=1.C(N(CC)C(C)C)(C)C. The catalyst is C(Cl)CCl.CN(C=O)C. The product is [CH3:44][O:43][C:41]([C:40]1[CH:45]=[CH:46][CH:47]=[CH:48][C:39]=1[O:38][CH2:37][CH2:36][NH:35][C:31]([C:29]1[CH:28]=[CH:27][C:25]2[N:26]=[C:22]([CH:20]([C:18]3[NH:17][C:14]4[CH2:15][CH2:16][N:11]([C:9]([O:8][CH2:1][C:2]5[CH:7]=[CH:6][CH:5]=[CH:4][CH:3]=5)=[O:10])[CH2:12][C:13]=4[N:19]=3)[CH3:21])[N:23]([CH3:34])[C:24]=2[CH:30]=1)=[O:32])=[O:42]. The yield is 0.660. (7) The reactants are [N:1]1[CH:6]=[CH:5][N:4]=[CH:3][C:2]=1[NH:7][C:8]([NH:10]C(=O)OCC)=S.Cl.NO.CC[N:21](C(C)C)C(C)C.C(O)C. The catalyst is CO. The product is [N:7]1[C:8]([NH2:10])=[N:21][N:1]2[CH:6]=[CH:5][N:4]=[CH:3][C:2]=12. The yield is 0.920. (8) The reactants are [CH2:1]([O:3][C:4](=[O:15])[C:5]#[C:6][C:7]1[CH:12]=[CH:11][CH:10]=[CH:9][C:8]=1[O:13][CH3:14])[CH3:2].[C:16]([O:20][C:21]([N:23]1[C:32]2[C:27](=[CH:28][CH:29]=[C:30]([CH2:33][CH2:34][O:35][C:36]3[CH:37]=[C:38]4[C:42](=[CH:43][CH:44]=3)[NH:41][CH:40]=[CH:39]4)[N:31]=2)[CH2:26][CH2:25][CH2:24]1)=[O:22])([CH3:19])([CH3:18])[CH3:17]. No catalyst specified. The product is [C:16]([O:20][C:21]([N:23]1[C:32]2[C:27](=[CH:28][CH:29]=[C:30]([CH2:33][CH2:34][O:35][C:36]3[CH:37]=[C:38]4[C:42](=[CH:43][CH:44]=3)[N:41]([C:6]([C:7]3[CH:12]=[CH:11][CH:10]=[CH:9][C:8]=3[O:13][CH3:14])=[CH:5][C:4]([O:3][CH2:1][CH3:2])=[O:15])[CH:40]=[CH:39]4)[N:31]=2)[CH2:26][CH2:25][CH2:24]1)=[O:22])([CH3:19])([CH3:17])[CH3:18]. The yield is 0.800. (9) The reactants are C([N:8]1[CH2:12][CH2:11][CH:10]([C:13]([O:15][CH2:16][C:17]2[CH:22]=[CH:21][CH:20]=[CH:19][CH:18]=2)=[O:14])[CH2:9]1)C1C=CC=CC=1.Cl[C:24]([O:26][CH2:27][C:28]1[CH:33]=[CH:32][CH:31]=[CH:30][CH:29]=1)=[O:25]. The catalyst is C(Cl)Cl. The product is [CH2:27]([O:26][C:24]([N:8]1[CH2:12][CH2:11][CH:10]([C:13]([O:15][CH2:16][C:17]2[CH:22]=[CH:21][CH:20]=[CH:19][CH:18]=2)=[O:14])[CH2:9]1)=[O:25])[C:28]1[CH:33]=[CH:32][CH:31]=[CH:30][CH:29]=1. The yield is 0.390.